Dataset: Forward reaction prediction with 1.9M reactions from USPTO patents (1976-2016). Task: Predict the product of the given reaction. (1) The product is: [CH3:3][C:2]#[C:1][CH:6]([OH:11])[CH2:7][CH2:8][CH2:9][CH3:10]. Given the reactants [C:1]([Mg]Br)#[C:2][CH3:3].[CH:6](=[O:11])[CH2:7][CH2:8][CH2:9][CH3:10], predict the reaction product. (2) Given the reactants [Cl:1][C:2]1[CH:11]=[CH:10][C:5]([C:6]([NH:8][NH2:9])=[O:7])=[CH:4][CH:3]=1.[S:12]1[CH:16]=[CH:15][CH:14]=[C:13]1[C:17](Cl)=O.O=P(Cl)(Cl)Cl, predict the reaction product. The product is: [Cl:1][C:2]1[CH:11]=[CH:10][C:5]([C:6]2[O:7][C:17]([C:13]3[S:12][CH:16]=[CH:15][CH:14]=3)=[N:9][N:8]=2)=[CH:4][CH:3]=1. (3) Given the reactants [CH3:1][CH:2]([CH3:18])[C@@H:3](/[N:10]=[CH:11]/[C:12]1[CH:17]=[CH:16][CH:15]=[CH:14][N:13]=1)[CH2:4][O:5][Si](C)(C)C.[C:19]1([Mg]Br)[CH:24]=[CH:23][CH:22]=[CH:21][CH:20]=1, predict the reaction product. The product is: [CH3:1][CH:2]([CH3:18])[C@@H:3]([NH:10][C@H:11]([C:19]1[CH:24]=[CH:23][CH:22]=[CH:21][CH:20]=1)[C:12]1[CH:17]=[CH:16][CH:15]=[CH:14][N:13]=1)[CH2:4][OH:5]. (4) Given the reactants [NH2:1][C:2]1[C:3]([NH:10][CH2:11][CH2:12][C:13]([O:15][CH3:16])=[O:14])=[N:4][C:5]([CH3:9])=[C:6]([Br:8])[CH:7]=1.N1([C:22](N2C=CN=C2)=[O:23])C=CN=C1.O, predict the reaction product. The product is: [Br:8][C:6]1[CH:7]=[C:2]2[NH:1][C:22](=[O:23])[N:10]([CH2:11][CH2:12][C:13]([O:15][CH3:16])=[O:14])[C:3]2=[N:4][C:5]=1[CH3:9]. (5) Given the reactants [F:1][C:2]1[CH:19]=[CH:18][C:5](/[CH:6]=[N:7]/[C:8]2[CH:16]=[CH:15][CH:14]=[C:13]3[C:9]=2[CH2:10][O:11][C:12]3=[O:17])=[CH:4][CH:3]=1.[CH3:20][N:21]1[C:25]([CH3:26])=[C:24]([CH3:27])[N:23]=[C:22]1[CH:28]=O.[O-:30][CH2:31][CH3:32].[Na+].C(O)C, predict the reaction product. The product is: [F:1][C:2]1[CH:3]=[CH:4][C:5]([CH:6]2[CH:28]([C:22]3[N:21]([CH3:20])[C:25]([CH3:26])=[C:24]([CH3:27])[N:23]=3)[C:31](=[O:30])[C:32]3[C:13]([C:12]([O:11][CH2:10][CH3:9])=[O:17])=[CH:14][CH:15]=[CH:16][C:8]=3[NH:7]2)=[CH:18][CH:19]=1. (6) Given the reactants [NH:1]1[CH2:5][CH2:4][N:3]=[C:2]1[C:6]1[C:7]([O:24][CH3:25])=[CH:8][C:9]([CH:21]([CH3:23])[CH3:22])=[C:10]([CH:20]=1)[O:11][C:12]1[C:13]([NH2:19])=[N:14][C:15]([NH2:18])=[N:16][CH:17]=1.[Mn]([O-])([O-])(=O)=O.[Ba+2], predict the reaction product. The product is: [NH:3]1[CH:4]=[CH:5][N:1]=[C:2]1[C:6]1[C:7]([O:24][CH3:25])=[CH:8][C:9]([CH:21]([CH3:23])[CH3:22])=[C:10]([CH:20]=1)[O:11][C:12]1[C:13]([NH2:19])=[N:14][C:15]([NH2:18])=[N:16][CH:17]=1. (7) Given the reactants Cl[C:2]1[N:7]=[N:6][C:5]([C:8]([NH2:10])=[O:9])=[C:4]([NH:11][C:12]2[N:17]=[C:16]3[N:18]([CH3:21])[CH:19]=[CH:20][C:15]3=[CH:14][CH:13]=2)[CH:3]=1.[NH2:22][C@@H:23]1[CH2:28][CH2:27][CH2:26][CH2:25][C@@H:24]1[NH:29][C:30](=[O:36])[O:31][C:32]([CH3:35])([CH3:34])[CH3:33], predict the reaction product. The product is: [C:32]([O:31][C:30](=[O:36])[NH:29][C@H:24]1[CH2:25][CH2:26][CH2:27][CH2:28][C@H:23]1[NH:22][C:2]1[N:7]=[N:6][C:5]([C:8](=[O:9])[NH2:10])=[C:4]([NH:11][C:12]2[N:17]=[C:16]3[N:18]([CH3:21])[CH:19]=[CH:20][C:15]3=[CH:14][CH:13]=2)[CH:3]=1)([CH3:35])([CH3:33])[CH3:34]. (8) Given the reactants Cl[C:2]1[CH:11]=[CH:10][C:9]2[C:4](=[CH:5][CH:6]=[CH:7][C:8]=2[N+:12]([O-:14])=[O:13])[N:3]=1.O.[NH3:16].C1COCC1, predict the reaction product. The product is: [NH2:16][C:2]1[CH:11]=[CH:10][C:9]2[C:4](=[CH:5][CH:6]=[CH:7][C:8]=2[N+:12]([O-:14])=[O:13])[N:3]=1.